From a dataset of Full USPTO retrosynthesis dataset with 1.9M reactions from patents (1976-2016). Predict the reactants needed to synthesize the given product. (1) Given the product [CH:39]1[C:40]2[C:35](=[CH:34][CH:33]=[CH:32][CH:31]=2)[CH:36]=[CH:37][C:38]=1[C:2]1[CH:7]=[CH:6][C:5]([C:8]2[CH:13]=[CH:12][N:11]=[CH:10][N:9]=2)=[CH:4][CH:3]=1, predict the reactants needed to synthesize it. The reactants are: Cl[C:2]1[CH:7]=[CH:6][C:5]([C:8]2[CH:13]=[CH:12][N:11]=[CH:10][N:9]=2)=[CH:4][CH:3]=1.ClC1C=CN=CN=1.ClC1C=CC(B(O)O)=CC=1.[CH:31]1[C:40]2[C:35](=[CH:36][CH:37]=[CH:38][CH:39]=2)[CH:34]=[CH:33][C:32]=1B(O)O. (2) Given the product [CH3:15][C:6]1[CH:5]=[C:4]([NH:16][C:17]2[N:22]=[C:21]([NH:23][C:24]3[CH:28]=[C:27]([CH3:29])[NH:26][N:25]=3)[C:20]([CH3:30])=[CH:19][N:18]=2)[C:3]([CH3:2])=[CH:8][C:7]=1[CH:9]1[CH2:14][CH2:13][N:12]([CH2:35][C@H:33]([OH:34])[C:32]([F:37])([F:36])[F:31])[CH2:11][CH2:10]1, predict the reactants needed to synthesize it. The reactants are: Cl.[CH3:2][C:3]1[CH:8]=[C:7]([CH:9]2[CH2:14][CH2:13][NH:12][CH2:11][CH2:10]2)[C:6]([CH3:15])=[CH:5][C:4]=1[NH:16][C:17]1[N:22]=[C:21]([NH:23][C:24]2[CH:28]=[C:27]([CH3:29])[NH:26][N:25]=2)[C:20]([CH3:30])=[CH:19][N:18]=1.[F:31][C:32]([F:37])([F:36])[C@@H:33]1[CH2:35][O:34]1. (3) Given the product [CH2:1]([O:3][C:4]([C:6]12[CH2:13][CH2:12][C:9]([NH:14][CH2:15][C:16]([N:18]3[CH2:22][C@@H:21]([F:23])[CH2:20][C@H:19]3[C:24]#[N:26])=[O:17])([CH2:10][CH2:11]1)[CH2:8][CH2:7]2)=[O:5])[CH3:2], predict the reactants needed to synthesize it. The reactants are: [CH2:1]([O:3][C:4]([C:6]12[CH2:13][CH2:12][C:9]([NH:14][CH2:15][C:16]([N:18]3[CH2:22][C@@H:21]([F:23])[CH2:20][C@H:19]3[C:24]([NH2:26])=O)=[O:17])([CH2:10][CH2:11]1)[CH2:8][CH2:7]2)=[O:5])[CH3:2].FC(F)(F)C(OC(=O)C(F)(F)F)=O.ClC(Cl)(Cl)C(O)=O. (4) Given the product [C:59](=[O:60])([O:12][CH2:13][CH2:14][CH:15]([CH3:16])[CH3:17])[O:47][CH2:48][CH2:49][CH:50]([CH3:51])[CH3:52], predict the reactants needed to synthesize it. The reactants are: CC(C)CC[Sn](CCC(C)C)([O:12][CH2:13][CH2:14][CH:15]([CH3:17])[CH3:16])[O:12][CH2:13][CH2:14][CH:15]([CH3:17])[CH3:16].CC(C)CC[Sn](CCC(C)C)([O:47][CH2:48][CH2:49][CH:50]([CH3:52])[CH3:51])O[Sn](CCC(C)C)(CCC(C)C)[O:47][CH2:48][CH2:49][CH:50]([CH3:52])[CH3:51].[C:59](=O)=[O:60]. (5) Given the product [CH2:1]([O:8][NH:9][CH2:12][CH:11]([CH2:13][CH2:14][CH2:15][CH2:16][CH3:17])[C:10]([OH:18])=[O:19])[C:2]1[CH:7]=[CH:6][CH:5]=[CH:4][CH:3]=1, predict the reactants needed to synthesize it. The reactants are: [CH2:1]([O:8][N:9]1[CH:12]=[C:11]([CH2:13][CH2:14][CH2:15][CH2:16][CH3:17])[C:10]1=[O:18])[C:2]1[CH:7]=[CH:6][CH:5]=[CH:4][CH:3]=1.[OH2:19].Cl. (6) The reactants are: [C:1]([C:4]1[CH:11]=[CH:10][C:7]([CH:8]=[O:9])=[CH:6][CH:5]=1)([OH:3])=[O:2].C(OC(O[C:15]([CH3:18])([CH3:17])[CH3:16])=O)(O[C:15]([CH3:18])([CH3:17])[CH3:16])=O. Given the product [C:15]([O:2][C:1](=[O:3])[C:4]1[CH:11]=[CH:10][C:7]([CH:8]=[O:9])=[CH:6][CH:5]=1)([CH3:18])([CH3:17])[CH3:16], predict the reactants needed to synthesize it. (7) Given the product [F:26][C:25]([F:28])([F:27])[C:23]([OH:29])=[O:24].[NH2:15][C@H:11]1[CH2:10][CH2:9][S:8][C@H:7]2[CH2:6][CH2:5][CH2:4][C@@H:3]([CH2:1][CH3:2])[N:13]2[C:12]1=[O:14], predict the reactants needed to synthesize it. The reactants are: [CH2:1]([C@H:3]1[N:13]2[C@@H:7]([S:8][CH2:9][CH2:10][C@H:11]([NH:15]C(=O)OC(C)(C)C)[C:12]2=[O:14])[CH2:6][CH2:5][CH2:4]1)[CH3:2].[C:23]([OH:29])([C:25]([F:28])([F:27])[F:26])=[O:24]. (8) Given the product [Cl:13][C:11]1[CH:10]=[C:9]([C:14]2[N:19]=[N:18][C:17]([NH2:20])=[N:16][C:15]=2[C:21]2[CH:26]=[CH:25][CH:24]=[CH:23][CH:22]=2)[CH:8]=[C:7]([CH:34]2[CH2:36][CH2:35]2)[CH:12]=1, predict the reactants needed to synthesize it. The reactants are: FC(F)(F)S(O[C:7]1[CH:12]=[C:11]([Cl:13])[CH:10]=[C:9]([C:14]2[N:19]=[N:18][C:17]([NH2:20])=[N:16][C:15]=2[C:21]2[CH:26]=[CH:25][CH:24]=[CH:23][CH:22]=2)[CH:8]=1)(=O)=O.C([Sn](CCCC)(CCCC)[CH:34]1[CH2:36][CH2:35]1)CCC. (9) Given the product [Cl:1][C:2]1[CH:3]=[C:4]([NH:11][C:12]2[CH:13]=[CH:14][C:15]([NH:18][C:32]([C:28]3[C:27](=[O:35])[N:26]([C:23]4[CH:22]=[CH:21][C:20]([F:19])=[CH:25][CH:24]=4)[CH:31]=[CH:30][CH:29]=3)=[O:33])=[CH:16][CH:17]=2)[C:5]2[N:6]([CH:8]=[CH:9][N:10]=2)[N:7]=1, predict the reactants needed to synthesize it. The reactants are: [Cl:1][C:2]1[CH:3]=[C:4]([NH:11][C:12]2[CH:17]=[CH:16][C:15]([NH2:18])=[CH:14][CH:13]=2)[C:5]2[N:6]([CH:8]=[CH:9][N:10]=2)[N:7]=1.[F:19][C:20]1[CH:25]=[CH:24][C:23]([N:26]2[CH:31]=[CH:30][CH:29]=[C:28]([C:32](O)=[O:33])[C:27]2=[O:35])=[CH:22][CH:21]=1.CCN=C=NCCCN(C)C.C1C=CC2N(O)N=NC=2C=1. (10) Given the product [CH:3]1[C:14]2[C:13](=[CH:15][CH2:16][O:17][C:18]3[CH:23]=[CH:22][C:21]([CH2:24][CH:25]([O:31][CH2:32][CH3:33])[C:26]([OH:28])=[O:27])=[CH:20][CH:19]=3)[C:12]3[CH:34]=[CH:35][CH:36]=[CH:37][C:11]=3[O:10][CH2:9][O:8][C:7]=2[CH:6]=[CH:5][CH:4]=1, predict the reactants needed to synthesize it. The reactants are: [OH-].[Na+].[CH:3]1[C:14]2[C:13](=[CH:15][CH2:16][O:17][C:18]3[CH:23]=[CH:22][C:21]([CH2:24][CH:25]([O:31][CH2:32][CH3:33])[C:26]([O:28]CC)=[O:27])=[CH:20][CH:19]=3)[C:12]3[CH:34]=[CH:35][CH:36]=[CH:37][C:11]=3[O:10][CH2:9][O:8][C:7]=2[CH:6]=[CH:5][CH:4]=1.